Dataset: Peptide-MHC class I binding affinity with 185,985 pairs from IEDB/IMGT. Task: Regression. Given a peptide amino acid sequence and an MHC pseudo amino acid sequence, predict their binding affinity value. This is MHC class I binding data. (1) The binding affinity (normalized) is 0.314. The MHC is Mamu-B52 with pseudo-sequence Mamu-B52. The peptide sequence is HSTYFPCFTAG. (2) The peptide sequence is CEMNHVNSM. The MHC is HLA-B40:02 with pseudo-sequence HLA-B40:02. The binding affinity (normalized) is 0.611. (3) The peptide sequence is MLIFNVKSK. The MHC is HLA-A68:01 with pseudo-sequence HLA-A68:01. The binding affinity (normalized) is 1.00. (4) The peptide sequence is YGSWFGLIY. The MHC is HLA-A03:01 with pseudo-sequence HLA-A03:01. The binding affinity (normalized) is 0.0847. (5) The MHC is HLA-B58:01 with pseudo-sequence HLA-B58:01. The peptide sequence is RSLFNTVATLY. The binding affinity (normalized) is 0.769. (6) The peptide sequence is MRMLWMANY. The MHC is HLA-A66:01 with pseudo-sequence YYAMYRNNVAQTDVDTLYIRYQDYTWAEWAYRWY. The binding affinity (normalized) is 0.213.